The task is: Predict the reactants needed to synthesize the given product.. This data is from Full USPTO retrosynthesis dataset with 1.9M reactions from patents (1976-2016). (1) Given the product [CH2:1]([O:8][C:9]1[CH:16]=[CH:15][C:12]([C:13]#[N:14])=[C:11]([NH:23][CH2:22][CH2:21][CH2:20][O:19][CH3:18])[CH:10]=1)[C:2]1[CH:7]=[CH:6][CH:5]=[CH:4][CH:3]=1, predict the reactants needed to synthesize it. The reactants are: [CH2:1]([O:8][C:9]1[CH:16]=[CH:15][C:12]([C:13]#[N:14])=[C:11](F)[CH:10]=1)[C:2]1[CH:7]=[CH:6][CH:5]=[CH:4][CH:3]=1.[CH3:18][O:19][CH2:20][CH2:21][CH2:22][NH2:23].C(N(C(C)C)CC)(C)C. (2) Given the product [NH2:1][C@H:2]([C:24]([NH:26][C:27]1[CH:36]=[C:35]2[C:30]([C:31]([CH3:38])=[CH:32][C:33](=[O:37])[O:34]2)=[CH:29][CH:28]=1)=[O:25])[CH2:3][S:4][C:5]([C:18]1[CH:23]=[CH:22][CH:21]=[CH:20][CH:19]=1)([C:12]1[CH:17]=[CH:16][CH:15]=[CH:14][CH:13]=1)[C:6]1[CH:7]=[CH:8][CH:9]=[CH:10][CH:11]=1, predict the reactants needed to synthesize it. The reactants are: [NH:1](C(OCC1C2C(=CC=CC=2)C2C1=CC=CC=2)=O)[C@H:2]([C:24]([NH:26][C:27]1[CH:36]=[C:35]2[C:30]([C:31]([CH3:38])=[CH:32][C:33](=[O:37])[O:34]2)=[CH:29][CH:28]=1)=[O:25])[CH2:3][S:4][C:5]([C:18]1[CH:23]=[CH:22][CH:21]=[CH:20][CH:19]=1)([C:12]1[CH:17]=[CH:16][CH:15]=[CH:14][CH:13]=1)[C:6]1[CH:11]=[CH:10][CH:9]=[CH:8][CH:7]=1.C(S)CCCCCCC.C1CCN2C(=NCCC2)CC1. (3) Given the product [CH2:3]([O:5][C:6]([C:8]1[S:9][CH:10]=[C:11]([CH2:13][N:14]2[CH:18]=[C:17]([NH:19][C:37]([O:36][CH2:35][C:33]3[CH:34]=[CH:29][CH:30]=[CH:31][C:32]=3[Cl:40])=[O:38])[CH:16]=[N:15]2)[N:12]=1)=[O:7])[CH3:4], predict the reactants needed to synthesize it. The reactants are: N#N.[CH2:3]([O:5][C:6]([C:8]1[S:9][CH:10]=[C:11]([CH2:13][N:14]2[CH:18]=[C:17]([NH2:19])[CH:16]=[N:15]2)[N:12]=1)=[O:7])[CH3:4].CCN(C(C)C)C(C)C.[CH:29]1[CH:34]=[C:33]([CH2:35][O:36][C:37](Cl)=[O:38])[C:32]([Cl:40])=[CH:31][CH:30]=1. (4) Given the product [F:24][C:19]1[CH:20]=[CH:21][CH:22]=[CH:23][C:18]=1[CH2:17][O:16][C:13]1[CH:14]=[CH:15][C:10]([C:9]2[CH2:8][CH2:7][C@@H:2]([C:3]([O:5][CH3:6])=[O:4])[N:1]=2)=[N:11][CH:12]=1, predict the reactants needed to synthesize it. The reactants are: [NH2:1][C@@H:2]([CH2:7][C:8]#[C:9][C:10]1[CH:15]=[CH:14][C:13]([O:16][CH2:17][C:18]2[CH:23]=[CH:22][CH:21]=[CH:20][C:19]=2[F:24])=[CH:12][N:11]=1)[C:3]([O:5][CH3:6])=[O:4].